This data is from Forward reaction prediction with 1.9M reactions from USPTO patents (1976-2016). The task is: Predict the product of the given reaction. (1) Given the reactants [C:1]([C@:4]1([CH2:38][OH:39])[O:10][C@@:8]([O:11][C:12]2[CH:17]=[CH:16][C:15]([CH:18]([C:20]3[CH:25]=[CH:24][CH:23]=[CH:22][N:21]=3)O)=[CH:14][CH:13]=2)([OH:9])[C@:7]([C:27](=[O:29])[CH3:28])([OH:26])[C@@:6]([C:31](=[O:33])[CH3:32])([OH:30])[C@@:5]1([C:35](=[O:37])[CH3:36])[OH:34])(=[O:3])[CH3:2].O=S(Cl)[Cl:42], predict the reaction product. The product is: [C:1]([C@:4]1([CH2:38][OH:39])[O:10][C@@:8]([O:11][C:12]2[CH:17]=[CH:16][C:15]([CH:18]([C:20]3[CH:25]=[CH:24][CH:23]=[CH:22][N:21]=3)[Cl:42])=[CH:14][CH:13]=2)([OH:9])[C@:7]([C:27](=[O:29])[CH3:28])([OH:26])[C@@:6]([C:31](=[O:33])[CH3:32])([OH:30])[C@@:5]1([C:35](=[O:37])[CH3:36])[OH:34])(=[O:3])[CH3:2]. (2) Given the reactants [OH:1][C:2]1[N:6]([CH3:7])[N:5]=[C:4]([C:8]([F:11])([F:10])[F:9])[CH:3]=1.[C:12](=[O:15])([O-])[O-].[K+].[K+].C=O.[CH:20]1(Br)[CH2:24][CH2:23][CH2:22][CH2:21]1, predict the reaction product. The product is: [CH:20]1([O:1][C:2]2[N:6]([CH3:7])[N:5]=[C:4]([C:8]([F:11])([F:10])[F:9])[C:3]=2[CH2:12][OH:15])[CH2:24][CH2:23][CH2:22][CH2:21]1. (3) Given the reactants [C:1](Cl)(=[O:3])[CH3:2].[NH2:5][C:6]1[CH:7]=[C:8]([CH:16]=[CH:17][C:18]=1[C:19]([NH2:21])=[O:20])[C:9]([O:11][C:12]([CH3:15])([CH3:14])[CH3:13])=[O:10].N1C=CC=CC=1, predict the reaction product. The product is: [C:1]([NH:5][C:6]1[CH:7]=[C:8]([CH:16]=[CH:17][C:18]=1[C:19]([NH2:21])=[O:20])[C:9]([O:11][C:12]([CH3:15])([CH3:14])[CH3:13])=[O:10])(=[O:3])[CH3:2]. (4) Given the reactants [F:1][C:2]1[CH:19]=[CH:18][CH:17]=[CH:16][C:3]=1[CH2:4][N:5]1[C:13]2[C:8](=[CH:9][CH:10]=[CH:11][CH:12]=2)[C:7]([C:14]#[N:15])=[N:6]1.C[O-].[Na+].[Na].[Cl-:24].[NH4+:25], predict the reaction product. The product is: [Cl-:24].[F:1][C:2]1[CH:19]=[CH:18][CH:17]=[CH:16][C:3]=1[CH2:4][N:5]1[C:13]2[C:8](=[CH:9][CH:10]=[CH:11][CH:12]=2)[C:7]([C:14]([NH2:25])=[NH2+:15])=[N:6]1. (5) Given the reactants [Cl:1][C:2]1[CH:3]=[C:4]([CH:25]=[C:26]([Cl:28])[CH:27]=1)[CH2:5][NH:6][C:7]([C:9]1[C:10]([O:17][C:18]2[CH:23]=[CH:22][CH:21]=[CH:20][C:19]=2[CH3:24])=[N:11][C:12]([S:15][CH3:16])=[N:13][CH:14]=1)=[O:8].[CH3:29]N(C)C=O.CI.O, predict the reaction product. The product is: [Cl:28][C:26]1[CH:25]=[C:4]([CH:3]=[C:2]([Cl:1])[CH:27]=1)[CH2:5][N:6]([CH3:29])[C:7]([C:9]1[C:10]([O:17][C:18]2[CH:23]=[CH:22][CH:21]=[CH:20][C:19]=2[CH3:24])=[N:11][C:12]([S:15][CH3:16])=[N:13][CH:14]=1)=[O:8]. (6) Given the reactants [F:1][C:2]1[CH:3]=[C:4]([C:8]2[C:9]([N:17]3[CH2:22][CH2:21][N:20](C(OC(C)(C)C)=O)[CH2:19][CH2:18]3)=[C:10]3[CH:16]=[CH:15][NH:14][C:11]3=[N:12][CH:13]=2)[CH:5]=[CH:6][CH:7]=1.C(O)(C(F)(F)F)=O.C1(N)C(F)=C(F)C(F)=C(N)C=1F.Cl.Cl, predict the reaction product. The product is: [F:1][C:2]1[CH:3]=[C:4]([C:8]2[C:9]([N:17]3[CH2:18][CH2:19][NH:20][CH2:21][CH2:22]3)=[C:10]3[CH:16]=[CH:15][NH:14][C:11]3=[N:12][CH:13]=2)[CH:5]=[CH:6][CH:7]=1.